From a dataset of Full USPTO retrosynthesis dataset with 1.9M reactions from patents (1976-2016). Predict the reactants needed to synthesize the given product. (1) Given the product [Cl:22][C:5]1[C:4]([I:1])=[CH:9][N:8]=[C:7]([C:10]([N:12]2[C:20]3[C:15](=[CH:16][C:17]([F:21])=[CH:18][CH:19]=3)[CH2:14][CH2:13]2)=[O:11])[CH:6]=1, predict the reactants needed to synthesize it. The reactants are: [I-:1].[Na+].Br[C:4]1[C:5]([Cl:22])=[CH:6][C:7]([C:10]([N:12]2[C:20]3[C:15](=[CH:16][C:17]([F:21])=[CH:18][CH:19]=3)[CH2:14][CH2:13]2)=[O:11])=[N:8][CH:9]=1. (2) Given the product [N:29]([CH:3]([C:2]([F:28])([F:27])[F:1])[CH2:4][O:5][CH:6]1[CH2:11][CH2:10][N:9]([C:12]([O:14][CH2:15][C:16]2[CH:21]=[CH:20][CH:19]=[CH:18][CH:17]=2)=[O:13])[CH2:8][CH2:7]1)=[N+:30]=[N-:31], predict the reactants needed to synthesize it. The reactants are: [F:1][C:2]([F:28])([F:27])[CH:3](OS(C)(=O)=O)[CH2:4][O:5][CH:6]1[CH2:11][CH2:10][N:9]([C:12]([O:14][CH2:15][C:16]2[CH:21]=[CH:20][CH:19]=[CH:18][CH:17]=2)=[O:13])[CH2:8][CH2:7]1.[N-:29]=[N+:30]=[N-:31].[Na+].CS(C)=O. (3) The reactants are: I[C:2]1[CH:7]=[CH:6][C:5]([OH:8])=[C:4]([C:9]([F:12])([F:11])[F:10])[C:3]=1[C:13]([F:16])([F:15])[F:14].C1(C)C=CC=CC=1P(C1C=CC=CC=1C)C1C=CC=CC=1C.[CH2:39]([CH:42]1[CH2:47][CH2:46][CH:45]([C:48]2[CH:53]=[CH:52][C:51](B(O)O)=[CH:50][CH:49]=2)[CH2:44][CH2:43]1)[CH2:40][CH3:41].[O-]P([O-])([O-])=O.[K+].[K+].[K+]. Given the product [CH2:39]([CH:42]1[CH2:47][CH2:46][CH:45]([C:48]2[CH:53]=[CH:52][C:51]([C:2]3[CH:7]=[CH:6][C:5]([OH:8])=[C:4]([C:9]([F:12])([F:11])[F:10])[C:3]=3[C:13]([F:16])([F:15])[F:14])=[CH:50][CH:49]=2)[CH2:44][CH2:43]1)[CH2:40][CH3:41], predict the reactants needed to synthesize it. (4) Given the product [Cl:1][C:2]1[CH:3]=[CH:4][C:5]([O:11][CH3:12])=[C:6]([C:7]([OH:9])=[O:8])[C:10]=1[C:26]([OH:28])=[O:27], predict the reactants needed to synthesize it. The reactants are: [Cl:1][C:2]1[CH:3]=[CH:4][C:5]([O:11][CH3:12])=[C:6]([CH:10]=1)[C:7]([OH:9])=[O:8].CN(CCN(C)C)C.C([Li])(CC)C.[C:26](=[O:28])=[O:27].